Task: Predict which catalyst facilitates the given reaction.. Dataset: Catalyst prediction with 721,799 reactions and 888 catalyst types from USPTO Reactant: [O:1]([C:3]#[N:4])[K].C(O[C:8](=[O:20])[CH:9]([NH:11][C:12]1[CH:17]=[CH:16][C:15]([Br:18])=[C:14]([CH3:19])[CH:13]=1)[CH3:10])C.CC(O)=O. Product: [Br:18][C:15]1[CH:16]=[CH:17][C:12]([N:11]2[CH:9]([CH3:10])[C:8](=[O:20])[NH:4][C:3]2=[O:1])=[CH:13][C:14]=1[CH3:19]. The catalyst class is: 88.